Dataset: NCI-60 drug combinations with 297,098 pairs across 59 cell lines. Task: Regression. Given two drug SMILES strings and cell line genomic features, predict the synergy score measuring deviation from expected non-interaction effect. Drug 1: CC1=C(C(=CC=C1)Cl)NC(=O)C2=CN=C(S2)NC3=CC(=NC(=N3)C)N4CCN(CC4)CCO. Drug 2: CC1CCC2CC(C(=CC=CC=CC(CC(C(=O)C(C(C(=CC(C(=O)CC(OC(=O)C3CCCCN3C(=O)C(=O)C1(O2)O)C(C)CC4CCC(C(C4)OC)OCCO)C)C)O)OC)C)C)C)OC. Cell line: TK-10. Synergy scores: CSS=13.4, Synergy_ZIP=-0.830, Synergy_Bliss=2.89, Synergy_Loewe=1.23, Synergy_HSA=2.85.